Dataset: Full USPTO retrosynthesis dataset with 1.9M reactions from patents (1976-2016). Task: Predict the reactants needed to synthesize the given product. (1) Given the product [C:1]([C:3]1([NH:6][C:7]([C@@H:9]2[CH2:13][C@@H:12]([S:14]([C:17]3[CH:22]=[CH:21][C:20]([N:44]4[CH2:45][C:42]([F:46])([F:41])[CH2:43]4)=[CH:19][C:18]=3[C:24]([F:25])([F:27])[F:26])(=[O:15])=[O:16])[CH2:11][N:10]2[C:28]2[N:29]([CH:34]3[CH2:39][CH2:38][O:37][CH2:36][CH2:35]3)[N:30]=[C:31]([CH3:33])[CH:32]=2)=[O:8])[CH2:4][CH2:5]1)#[N:2], predict the reactants needed to synthesize it. The reactants are: [C:1]([C:3]1([NH:6][C:7]([C@@H:9]2[CH2:13][C@@H:12]([S:14]([C:17]3[CH:22]=[CH:21][C:20](F)=[CH:19][C:18]=3[C:24]([F:27])([F:26])[F:25])(=[O:16])=[O:15])[CH2:11][N:10]2[C:28]2[N:29]([CH:34]3[CH2:39][CH2:38][O:37][CH2:36][CH2:35]3)[N:30]=[C:31]([CH3:33])[CH:32]=2)=[O:8])[CH2:5][CH2:4]1)#[N:2].Cl.[F:41][C:42]1([F:46])[CH2:45][NH:44][CH2:43]1. (2) Given the product [F:8][C:9]1[CH:14]=[CH:13][CH:12]=[CH:11][C:10]=1[C:2]1[CH:3]=[N:4][CH:5]=[CH:6][CH:7]=1, predict the reactants needed to synthesize it. The reactants are: Br[C:2]1[CH:3]=[N:4][CH:5]=[CH:6][CH:7]=1.[F:8][C:9]1[CH:14]=[CH:13][CH:12]=[CH:11][C:10]=1B(O)O. (3) Given the product [C:24]([NH:6][C@@H:5]([CH2:7][C:8]1[CH:9]=[CH:10][C:11]([OH:14])=[CH:12][CH:13]=1)[C:4]([O:3][CH3:2])=[O:15])(=[O:36])[CH2:25][CH2:26][CH2:27][CH2:28][CH2:29][CH2:30][CH2:31][CH2:32][CH2:33][CH2:34][CH3:35], predict the reactants needed to synthesize it. The reactants are: Cl.[CH3:2][O:3][C:4](=[O:15])[C@H:5]([CH2:7][C:8]1[CH:13]=[CH:12][C:11]([OH:14])=[CH:10][CH:9]=1)[NH2:6].C(N(CC)CC)C.Cl.[C:24](Cl)(=[O:36])[CH2:25][CH2:26][CH2:27][CH2:28][CH2:29][CH2:30][CH2:31][CH2:32][CH2:33][CH2:34][CH3:35]. (4) The reactants are: Br[C:2]1[CH:7]=[CH:6][C:5]([Br:8])=[CH:4][N:3]=1.[Zn](CC)[CH2:10][CH3:11]. Given the product [Br:8][C:5]1[CH:6]=[CH:7][C:2]([CH2:10][CH3:11])=[N:3][CH:4]=1, predict the reactants needed to synthesize it.